The task is: Predict the reactants needed to synthesize the given product.. This data is from Full USPTO retrosynthesis dataset with 1.9M reactions from patents (1976-2016). (1) Given the product [CH3:32][O:31][C:28]1[CH:29]=[C:30]2[C:25](=[CH:26][C:27]=1[O:33][CH3:34])[N:24]=[CH:23][CH:22]=[C:21]2[O:20][C:14]1[CH:15]=[CH:16][C:17]([CH3:19])=[CH:18][C:13]=1[C:11]([C:8]1[CH:9]=[CH:10][C:5]([O:4][CH2:3][CH2:2][N:41]2[CH2:46][CH2:45][O:44][CH2:43][CH2:42]2)=[CH:6][CH:7]=1)=[O:12], predict the reactants needed to synthesize it. The reactants are: Cl[CH2:2][CH2:3][O:4][C:5]1[CH:10]=[CH:9][C:8]([C:11]([C:13]2[CH:18]=[C:17]([CH3:19])[CH:16]=[CH:15][C:14]=2[O:20][C:21]2[C:30]3[C:25](=[CH:26][C:27]([O:33][CH3:34])=[C:28]([O:31][CH3:32])[CH:29]=3)[N:24]=[CH:23][CH:22]=2)=[O:12])=[CH:7][CH:6]=1.C(=O)([O-])[O-].[K+].[K+].[NH:41]1[CH2:46][CH2:45][O:44][CH2:43][CH2:42]1.O. (2) Given the product [C:1]([C:3]1[CH:23]=[C:22]([C:35]2[N:36]=[C:37]([NH:41][C:42]3[CH:43]=[CH:44][C:45]([N:48]4[CH2:53][CH2:52][N:51]([CH:54]5[CH2:57][O:56][CH2:55]5)[CH2:50][CH2:49]4)=[CH:46][CH:47]=3)[N:38]=[CH:39][N:40]=2)[CH:21]=[C:20]([CH3:33])[C:4]=1[O:5][C@H:6]1[CH2:11][CH2:10][N:9]([C:12]([O:14][C:15]([CH3:18])([CH3:17])[CH3:16])=[O:13])[CH2:8][C@H:7]1[F:19])#[N:2], predict the reactants needed to synthesize it. The reactants are: [C:1]([C:3]1[CH:23]=[C:22](B2OC(C)(C)C(C)(C)O2)[CH:21]=[C:20]([CH3:33])[C:4]=1[O:5][C@H:6]1[CH2:11][CH2:10][N:9]([C:12]([O:14][C:15]([CH3:18])([CH3:17])[CH3:16])=[O:13])[CH2:8][C@H:7]1[F:19])#[N:2].Cl[C:35]1[N:40]=[CH:39][N:38]=[C:37]([NH:41][C:42]2[CH:47]=[CH:46][C:45]([N:48]3[CH2:53][CH2:52][N:51]([CH:54]4[CH2:57][O:56][CH2:55]4)[CH2:50][CH2:49]3)=[CH:44][CH:43]=2)[N:36]=1.C(=O)([O-])[O-].[Na+].[Na+].